From a dataset of Forward reaction prediction with 1.9M reactions from USPTO patents (1976-2016). Predict the product of the given reaction. Given the reactants [NH2:1][CH2:2][CH:3]([CH3:17])[CH2:4][C:5]([NH:7][C:8]1[CH:13]=[CH:12][C:11]([C:14]#[N:15])=[C:10]([Cl:16])[CH:9]=1)=[O:6].[CH2:18]([N:20]1[C:32]2[CH:31]=[CH:30][C:29]([C:33](O)=[O:34])=[CH:28][C:27]=2[C:26]2[C:21]1=[CH:22][CH:23]=[CH:24][CH:25]=2)[CH3:19].CN(C(ON1N=NC2C=CC=NC1=2)=[N+](C)C)C.F[P-](F)(F)(F)(F)F, predict the reaction product. The product is: [Cl:16][C:10]1[CH:9]=[C:8]([NH:7][C:5](=[O:6])[CH2:4][CH:3]([CH3:17])[CH2:2][NH:1][C:33]([C:29]2[CH:30]=[CH:31][C:32]3[N:20]([CH2:18][CH3:19])[C:21]4[C:26]([C:27]=3[CH:28]=2)=[CH:25][CH:24]=[CH:23][CH:22]=4)=[O:34])[CH:13]=[CH:12][C:11]=1[C:14]#[N:15].